Dataset: Merck oncology drug combination screen with 23,052 pairs across 39 cell lines. Task: Regression. Given two drug SMILES strings and cell line genomic features, predict the synergy score measuring deviation from expected non-interaction effect. (1) Drug 1: CCN(CC)CCNC(=O)c1c(C)[nH]c(C=C2C(=O)Nc3ccc(F)cc32)c1C. Drug 2: CNC(=O)c1cc(Oc2ccc(NC(=O)Nc3ccc(Cl)c(C(F)(F)F)c3)cc2)ccn1. Cell line: HT144. Synergy scores: synergy=1.87. (2) Drug 1: NC(=O)c1cccc2cn(-c3ccc(C4CCCNC4)cc3)nc12. Drug 2: CCc1c2c(nc3ccc(O)cc13)-c1cc3c(c(=O)n1C2)COC(=O)C3(O)CC. Cell line: NCIH520. Synergy scores: synergy=19.5.